Dataset: Forward reaction prediction with 1.9M reactions from USPTO patents (1976-2016). Task: Predict the product of the given reaction. (1) Given the reactants [OH:1][CH2:2][CH2:3][CH2:4][C:5]1[CH:14]=[C:13]2[C:8]([CH:9]=[CH:10][C:11](=[O:15])[O:12]2)=[CH:7][CH:6]=1.C([O-])(=O)C.[Na+].[Br:21]Br, predict the reaction product. The product is: [Br:21][C:10]1[C:11](=[O:15])[O:12][C:13]2[C:8]([CH:9]=1)=[CH:7][CH:6]=[C:5]([CH2:4][CH2:3][CH2:2][OH:1])[CH:14]=2. (2) The product is: [F:1]/[C:2](/[C:15]1[CH:19]=[C:18]([CH3:20])[N:17]([CH2:21][C:22]2[CH:23]=[C:24]([C:25]([N:31]3[CH2:35][CH2:34][CH2:33][CH2:32]3)=[O:27])[CH:28]=[CH:29][CH:30]=2)[N:16]=1)=[CH:3]\[C:4]1[CH:9]=[CH:8][C:7]([S:10][C:11]([F:12])([F:14])[F:13])=[CH:6][CH:5]=1. Given the reactants [F:1]/[C:2](/[C:15]1[CH:19]=[C:18]([CH3:20])[N:17]([CH2:21][C:22]2[CH:23]=[C:24]([CH:28]=[CH:29][CH:30]=2)[C:25]([OH:27])=O)[N:16]=1)=[CH:3]\[C:4]1[CH:9]=[CH:8][C:7]([S:10][C:11]([F:14])([F:13])[F:12])=[CH:6][CH:5]=1.[NH:31]1[CH2:35][CH2:34][CH2:33][CH2:32]1, predict the reaction product. (3) Given the reactants [CH3:1][Si:2]([CH3:13])([CH3:12])[O:3][CH2:4][CH2:5][CH2:6][C:7]1[CH2:11][CH:10]=[CH:9][CH:8]=1.C([Li:18])CCC, predict the reaction product. The product is: [CH3:13][Si:2]([CH3:1])([CH3:12])[O:3][CH2:4][CH2:5][CH2:6][C-:7]1[CH:11]=[CH:10][CH:9]=[CH:8]1.[Li+:18]. (4) Given the reactants [H-].[Al+3].[Li+].[H-].[H-].[H-].[CH3:7][C:8]([N:15]1[CH:19]=[C:18]([N+:20]([O-:22])=[O:21])[N:17]=[CH:16]1)([CH3:14])[C:9](OCC)=[O:10].O.[OH-].[Na+], predict the reaction product. The product is: [CH3:14][C:8]([N:15]1[CH:19]=[C:18]([N+:20]([O-:22])=[O:21])[N:17]=[CH:16]1)([CH3:7])[CH2:9][OH:10].